The task is: Predict the product of the given reaction.. This data is from Forward reaction prediction with 1.9M reactions from USPTO patents (1976-2016). (1) Given the reactants [F:1][C:2]([O:6][C:7]([F:10])([F:9])[F:8])=[C:3]([F:5])[F:4].[Cl:11][C:12]1[C:13]([N:18]2[C:22]([C:23]([O:25][CH2:26]C)=[O:24])=[CH:21][C:20]([OH:28])=[N:19]2)=[N:14][CH:15]=[CH:16][CH:17]=1.[OH-].[K+].CO, predict the reaction product. The product is: [Cl:11][C:12]1[C:13]([N:18]2[C:22]([C:23]([O:25][CH3:26])=[O:24])=[CH:21][C:20]([O:28][C:3]([F:5])([F:4])[CH:2]([F:1])[O:6][C:7]([F:10])([F:9])[F:8])=[N:19]2)=[N:14][CH:15]=[CH:16][CH:17]=1. (2) Given the reactants F[P-](F)(F)(F)(F)F.C[N+](C)=C(N(C)C)ON1C2N=CC=CC=2N=N1.[NH2:25][C:26]1[N:35]=[C:34]([N:36]2[CH2:41][CH2:40][N:39]([CH3:42])[CH2:38][CH2:37]2)[C:33]2[C:28](=[CH:29][C:30]([C:43](O)=[O:44])=[CH:31][CH:32]=2)[N:27]=1.C(N(CC)C(C)C)(C)C.[NH2:55][C@@H:56]([CH2:61][C:62]1[CH:67]=[CH:66][C:65]([O:68][CH:69]([CH3:71])[CH3:70])=[CH:64][CH:63]=1)[C:57]([O:59][CH3:60])=[O:58], predict the reaction product. The product is: [NH2:25][C:26]1[N:35]=[C:34]([N:36]2[CH2:37][CH2:38][N:39]([CH3:42])[CH2:40][CH2:41]2)[C:33]2[C:28](=[CH:29][C:30]([C:43]([NH:55][C@@H:56]([CH2:61][C:62]3[CH:63]=[CH:64][C:65]([O:68][CH:69]([CH3:71])[CH3:70])=[CH:66][CH:67]=3)[C:57]([O:59][CH3:60])=[O:58])=[O:44])=[CH:31][CH:32]=2)[N:27]=1.